This data is from Full USPTO retrosynthesis dataset with 1.9M reactions from patents (1976-2016). The task is: Predict the reactants needed to synthesize the given product. The reactants are: Br[C:2]1[C:3]2[N:4]([C:13]([CH3:17])=[C:14]([CH3:16])[N:15]=2)[CH:5]=[C:6]([N:8]2[CH:12]=[N:11][CH:10]=[N:9]2)[CH:7]=1.[C@H:18]1([NH2:27])[C:26]2[C:21](=[CH:22][CH:23]=[CH:24][CH:25]=2)[CH2:20][CH2:19]1.C1(P(C2CCCCC2)C2C=CC=CC=2C2C=CC=CC=2N(C)C)CCCCC1.CC(C)([O-])C.[Na+]. Given the product [C@H:18]1([NH:27][C:2]2[C:3]3[N:4]([C:13]([CH3:17])=[C:14]([CH3:16])[N:15]=3)[CH:5]=[C:6]([N:8]3[CH:12]=[N:11][CH:10]=[N:9]3)[CH:7]=2)[C:26]2[C:21](=[CH:22][CH:23]=[CH:24][CH:25]=2)[CH2:20][CH2:19]1, predict the reactants needed to synthesize it.